Dataset: Forward reaction prediction with 1.9M reactions from USPTO patents (1976-2016). Task: Predict the product of the given reaction. (1) Given the reactants [CH3:1][O:2][C:3]1[N:8]2[N:9]=[C:10]([C:12]([F:15])([F:14])[F:13])[CH:11]=[C:7]2[C:6]([CH:16]([OH:24])[CH2:17][C:18]2[CH:23]=[CH:22][N:21]=[CH:20][CH:19]=2)=[CH:5][CH:4]=1, predict the reaction product. The product is: [CH3:1][O:2][C:3]1[N:8]2[N:9]=[C:10]([C:12]([F:15])([F:13])[F:14])[CH:11]=[C:7]2[C:6]([C:16](=[O:24])[CH2:17][C:18]2[CH:19]=[CH:20][N:21]=[CH:22][CH:23]=2)=[CH:5][CH:4]=1. (2) The product is: [CH3:14][O:13][N:12]([CH3:11])[C:7](=[O:9])[C:4]1[CH:5]=[CH:6][N:1]=[CH:2][CH:3]=1. Given the reactants [N:1]1[CH:6]=[CH:5][C:4]([C:7]([OH:9])=O)=[CH:3][CH:2]=1.Cl.[CH3:11][NH:12][O:13][CH3:14].O, predict the reaction product. (3) Given the reactants [O:1]=[C:2]1[C:10]2[C:5](=[CH:6][CH:7]=[C:8]([C:11]#[N:12])[CH:9]=2)[C:4]2([CH2:17][CH2:16][CH2:15][N:14]3[CH:18]=[N:19][CH:20]=[C:13]23)[NH:3]1.[H-].[Na+].[CH3:23]I, predict the reaction product. The product is: [CH3:23][N:3]1[C:2](=[O:1])[C:10]2[C:5](=[CH:6][CH:7]=[C:8]([C:11]#[N:12])[CH:9]=2)[C:4]21[CH2:17][CH2:16][CH2:15][N:14]1[CH:18]=[N:19][CH:20]=[C:13]21. (4) Given the reactants [Na].[CH3:2][S:3][C:4]1[CH:9]=[CH:8][C:7]([C:10](=[O:12])[CH3:11])=[CH:6][CH:5]=1.[C:13](OCC)(=[O:19])[C:14]([O:16][CH2:17][CH3:18])=[O:15], predict the reaction product. The product is: [CH3:2][S:3][C:4]1[CH:9]=[CH:8][C:7]([C:10](=[O:12])[CH2:11][C:13](=[O:19])[C:14]([O:16][CH2:17][CH3:18])=[O:15])=[CH:6][CH:5]=1. (5) Given the reactants [CH:1]1([C@:7]([C:15]2[O:16][C:17]([CH2:20]N(C)C)=[CH:18][N:19]=2)([C:9]2[CH:14]=[CH:13][CH:12]=[CH:11][CH:10]=2)[OH:8])[CH2:6][CH2:5][CH2:4][CH2:3][CH2:2]1.N#C[Br:26], predict the reaction product. The product is: [Br:26][CH2:20][C:17]1[O:16][C:15]([C@@:7]([CH:1]2[CH2:6][CH2:5][CH2:4][CH2:3][CH2:2]2)([C:9]2[CH:14]=[CH:13][CH:12]=[CH:11][CH:10]=2)[OH:8])=[N:19][CH:18]=1. (6) Given the reactants Br[C:2]1[CH:7]=[CH:6][C:5]([NH:8][C:9]2[CH:14]=[CH:13][C:12](Br)=[CH:11][CH:10]=2)=[CH:4][CH:3]=1.[C:16]1(B(O)O)[CH:21]=[CH:20][CH:19]=[CH:18][CH:17]=1.[O-]P([O-])([O-])=O.[K+].[K+].[K+], predict the reaction product. The product is: [C:2]1([C:2]2[CH:7]=[CH:6][CH:5]=[CH:4][CH:3]=2)[CH:7]=[CH:6][C:5]([NH:8][C:9]2[CH:14]=[CH:13][C:12]([C:16]3[CH:21]=[CH:20][CH:19]=[CH:18][CH:17]=3)=[CH:11][CH:10]=2)=[CH:4][CH:3]=1. (7) Given the reactants [O:1]=[CH:2]/[C:3](/[CH3:10])=[CH:4]/[C:5]([O:7][CH2:8][CH3:9])=[O:6], predict the reaction product. The product is: [O:1]=[CH:2][CH:3]([CH3:10])[CH2:4][C:5]([O:7][CH2:8][CH3:9])=[O:6]. (8) Given the reactants [Cl:1][C:2]1[CH:3]=[C:4]([C:12]2[O:16][N:15]=[C:14]([C:17]3[CH:18]=[CH:19][C:20]([CH2:27][CH2:28][CH2:29][C:30]([O:32]CC)=[O:31])=[C:21]4[C:25]=3[N:24]([CH3:26])[CH:23]=[CH:22]4)[N:13]=2)[CH:5]=[CH:6][C:7]=1[O:8][CH:9]([CH3:11])[CH3:10].[OH-].[Na+], predict the reaction product. The product is: [Cl:1][C:2]1[CH:3]=[C:4]([C:12]2[O:16][N:15]=[C:14]([C:17]3[CH:18]=[CH:19][C:20]([CH2:27][CH2:28][CH2:29][C:30]([OH:32])=[O:31])=[C:21]4[C:25]=3[N:24]([CH3:26])[CH:23]=[CH:22]4)[N:13]=2)[CH:5]=[CH:6][C:7]=1[O:8][CH:9]([CH3:11])[CH3:10].